This data is from Full USPTO retrosynthesis dataset with 1.9M reactions from patents (1976-2016). The task is: Predict the reactants needed to synthesize the given product. Given the product [ClH:29].[CH2:1]([O:3][C:4]1[CH:9]=[CH:8][C:7]([C:10]#[C:11][C:12]2[CH:13]=[CH:14][C:15]([CH2:18][CH:19]([NH2:21])[CH3:20])=[CH:16][CH:17]=2)=[CH:6][CH:5]=1)[CH3:2], predict the reactants needed to synthesize it. The reactants are: [CH2:1]([O:3][C:4]1[CH:9]=[CH:8][C:7]([C:10]#[C:11][C:12]2[CH:17]=[CH:16][C:15]([CH2:18][CH:19]([NH:21]C(=O)OC(C)(C)C)[CH3:20])=[CH:14][CH:13]=2)=[CH:6][CH:5]=1)[CH3:2].[ClH:29].